This data is from Reaction yield outcomes from USPTO patents with 853,638 reactions. The task is: Predict the reaction yield, written as a fraction of the theoretical maximum amount of product (1.0 means a 100% yield; for example, 0.34 means a 34% yield). (1) The reactants are I[C:2]1[CH:10]=[CH:9][C:8]([S:11]([CH3:14])(=[O:13])=[O:12])=[CH:7][C:3]=1[C:4]([OH:6])=[O:5].[F:15][C:16]1[CH:21]=[CH:20][C:19](B(O)O)=[CH:18][CH:17]=1.C(=O)([O-])[O-].[Na+].[Na+]. The catalyst is O.C([O-])(=O)C.[Pd+2].C([O-])(=O)C. The product is [F:15][C:16]1[CH:21]=[CH:20][C:19]([C:2]2[C:3]([C:4]([OH:6])=[O:5])=[CH:7][C:8]([S:11]([CH3:14])(=[O:13])=[O:12])=[CH:9][CH:10]=2)=[CH:18][CH:17]=1. The yield is 0.920. (2) The reactants are [CH3:1][O:2][C:3]1[CH:4]=[C:5]2[C:10](=[CH:11][C:12]=1[O:13][CH3:14])[N:9]=[CH:8][N:7]=[C:6]2[O:15][C:16]1[CH:22]=[CH:21][C:19]([NH2:20])=[CH:18][CH:17]=1.C(N(CC)CC)C.ClC(Cl)(O[C:34](=[O:40])OC(Cl)(Cl)Cl)Cl.[CH2:42]([N:49]1[CH2:54][CH2:53][CH:52]([NH2:55])[CH2:51][CH2:50]1)[C:43]1[CH:48]=[CH:47][CH:46]=[CH:45][CH:44]=1. The catalyst is C(Cl)(Cl)Cl.O. The product is [CH2:42]([N:49]1[CH2:54][CH2:53][CH:52]([NH:55][C:34]([NH:20][C:19]2[CH:21]=[CH:22][C:16]([O:15][C:6]3[C:5]4[C:10](=[CH:11][C:12]([O:13][CH3:14])=[C:3]([O:2][CH3:1])[CH:4]=4)[N:9]=[CH:8][N:7]=3)=[CH:17][CH:18]=2)=[O:40])[CH2:51][CH2:50]1)[C:43]1[CH:44]=[CH:45][CH:46]=[CH:47][CH:48]=1. The yield is 0.810.